From a dataset of Catalyst prediction with 721,799 reactions and 888 catalyst types from USPTO. Predict which catalyst facilitates the given reaction. (1) Reactant: FC(F)(F)C(O)=O.[CH2:8]([N:10]([CH:21]1[CH2:26][CH2:25][NH:24][CH2:23][CH2:22]1)[C:11](=[O:20])[O:12][CH2:13][C:14]1[CH:19]=[CH:18][CH:17]=[CH:16][CH:15]=1)[CH3:9].Cl[C:28]1[CH:33]=[C:32]([CH3:34])[N:31]=[C:30]([CH3:35])[N:29]=1.C([O-])([O-])=O.[K+].[K+]. Product: [CH3:35][C:30]1[N:29]=[C:28]([N:24]2[CH2:25][CH2:26][CH:21]([N:10]([CH2:8][CH3:9])[C:11](=[O:20])[O:12][CH2:13][C:14]3[CH:19]=[CH:18][CH:17]=[CH:16][CH:15]=3)[CH2:22][CH2:23]2)[CH:33]=[C:32]([CH3:34])[N:31]=1. The catalyst class is: 21. (2) Reactant: [CH2:1]([O:3][C:4](=[O:17])[C:5]1[CH:10]=[CH:9][CH:8]=[C:7]([C:11]2[CH2:15][CH2:14][CH2:13][C:12]=2Br)[CH:6]=1)[CH3:2].C(=O)([O-])[O-].[K+].[K+].[CH2:24]([O:31][C:32]1[CH:37]=[CH:36][C:35]([Cl:38])=[CH:34][C:33]=1B(O)O)[C:25]1[CH:30]=[CH:29][CH:28]=[CH:27][CH:26]=1. Product: [CH2:1]([O:3][C:4](=[O:17])[C:5]1[CH:10]=[CH:9][CH:8]=[C:7]([C:11]2[CH2:15][CH2:14][CH2:13][C:12]=2[C:33]2[CH:34]=[C:35]([Cl:38])[CH:36]=[CH:37][C:32]=2[O:31][CH2:24][C:25]2[CH:26]=[CH:27][CH:28]=[CH:29][CH:30]=2)[CH:6]=1)[CH3:2]. The catalyst class is: 564. (3) Reactant: CC(C)([O-])C.[K+].CS(C)=O.[CH2:11]([O:18][CH2:19][C@@H:20]1[CH2:24][CH2:23][CH2:22][N:21]1[S:25]([C:28]1[CH:29]=[C:30]2[C:34](=[CH:35][CH:36]=1)[NH:33][C:32](=[O:37])[C:31]12[O:42][CH2:41][CH2:40][CH2:39][O:38]1)(=[O:27])=[O:26])[C:12]1[CH:17]=[CH:16][CH:15]=[CH:14][CH:13]=1.Cl[CH2:44][C:45]([CH3:49])([CH3:48])[C:46]#[N:47]. Product: [CH2:11]([O:18][CH2:19][C@@H:20]1[CH2:24][CH2:23][CH2:22][N:21]1[S:25]([C:28]1[CH:29]=[C:30]2[C:34](=[CH:35][CH:36]=1)[N:33]([CH2:44][C:45]([CH3:49])([CH3:48])[C:46]#[N:47])[C:32](=[O:37])[C:31]12[O:38][CH2:39][CH2:40][CH2:41][O:42]1)(=[O:26])=[O:27])[C:12]1[CH:17]=[CH:16][CH:15]=[CH:14][CH:13]=1. The catalyst class is: 6. (4) Reactant: [H-].[Na+].[CH3:3][CH:4]([CH2:7][OH:8])[CH2:5][OH:6].[CH2:9](Br)[C:10]1[CH:15]=[CH:14][CH:13]=[CH:12][CH:11]=1.[NH4+].[Cl-]. Product: [CH2:9]([O:6][CH2:5][CH:4]([CH3:3])[CH2:7][OH:8])[C:10]1[CH:15]=[CH:14][CH:13]=[CH:12][CH:11]=1. The catalyst class is: 1.